This data is from Merck oncology drug combination screen with 23,052 pairs across 39 cell lines. The task is: Regression. Given two drug SMILES strings and cell line genomic features, predict the synergy score measuring deviation from expected non-interaction effect. Drug 1: CS(=O)(=O)CCNCc1ccc(-c2ccc3ncnc(Nc4ccc(OCc5cccc(F)c5)c(Cl)c4)c3c2)o1. Drug 2: NC(=O)c1cccc2cn(-c3ccc(C4CCCNC4)cc3)nc12. Cell line: SKOV3. Synergy scores: synergy=5.53.